From a dataset of Full USPTO retrosynthesis dataset with 1.9M reactions from patents (1976-2016). Predict the reactants needed to synthesize the given product. (1) Given the product [Cl:1][C:2]1[C:3]([NH:17][C:16]2[CH:18]=[CH:19][C:13]([Cl:12])=[CH:14][CH:15]=2)=[N:4][CH:5]=[C:6]([CH:10]=1)[C:7]([OH:9])=[O:8], predict the reactants needed to synthesize it. The reactants are: [Cl:1][C:2]1[C:3](Cl)=[N:4][CH:5]=[C:6]([CH:10]=1)[C:7]([OH:9])=[O:8].[Cl:12][C:13]1[CH:19]=[CH:18][C:16]([NH2:17])=[CH:15][CH:14]=1. (2) Given the product [N:8]1([C:7]2[CH:6]=[CH:5][N:4]=[N:3][CH:2]=2)[CH2:9][CH2:10][NH:11][CH2:12][CH2:13]1, predict the reactants needed to synthesize it. The reactants are: Cl[C:2]1[N:3]=[N:4][C:5](Cl)=[CH:6][C:7]=1[N:8]1[CH2:13][CH2:12][NH:11][CH2:10][CH2:9]1.C([O-])(=O)C.[Na+]. (3) Given the product [OH:21][CH2:22][C:23]1([NH:26][C:18]([C:11]2[C:12]3[CH2:13][C@H:14]4[CH2:17][C@H:15]4[C:16]=3[N:9]([C:3]3[CH:4]=[CH:5][C:6]([Cl:8])=[CH:7][C:2]=3[Cl:1])[N:10]=2)=[O:19])[CH2:25][CH2:24]1, predict the reactants needed to synthesize it. The reactants are: [Cl:1][C:2]1[CH:7]=[C:6]([Cl:8])[CH:5]=[CH:4][C:3]=1[N:9]1[C:16]2[C@@H:15]3[CH2:17][C@@H:14]3[CH2:13][C:12]=2[C:11]([C:18](O)=[O:19])=[N:10]1.[OH:21][CH2:22][C:23]1([NH2:26])[CH2:25][CH2:24]1. (4) Given the product [CH2:25]([O:27][C:28]([C:29]1[C:6](=[O:24])[N:7]([CH2:13][C:14]2[CH:19]=[CH:18][CH:17]=[C:16]([C:20]([F:21])([F:22])[F:23])[CH:15]=2)[N:8]2[CH:9]=[CH:10][CH:11]=[C:12]2[C:30]=1[OH:31])=[O:40])[CH3:26], predict the reactants needed to synthesize it. The reactants are: C(O[C:6](=[O:24])[N:7]([CH2:13][C:14]1[CH:19]=[CH:18][CH:17]=[C:16]([C:20]([F:23])([F:22])[F:21])[CH:15]=1)[N:8]1[CH:12]=[CH:11][CH:10]=[CH:9]1)(C)(C)C.[CH2:25]([O:27][C:28](=[O:40])[CH:29](C(OCC)=O)[C:30](OCC)=[O:31])[CH3:26]. (5) Given the product [Cl:1][C:2]1[CH:7]=[C:6]([N:8]=[C:19]=[S:20])[CH:5]=[CH:4][C:3]=1[C:9]1[CH:10]=[CH:11][C:12]([S:15]([CH3:18])(=[O:17])=[O:16])=[CH:13][CH:14]=1, predict the reactants needed to synthesize it. The reactants are: [Cl:1][C:2]1[CH:7]=[C:6]([NH2:8])[CH:5]=[CH:4][C:3]=1[C:9]1[CH:14]=[CH:13][C:12]([S:15]([CH3:18])(=[O:17])=[O:16])=[CH:11][CH:10]=1.[C:19](N1C=CN=C1)(N1C=CN=C1)=[S:20]. (6) Given the product [F:14][C:13]([F:16])([F:15])[O:12][CH2:11][CH2:10][CH2:9][CH2:8][CH2:7][CH2:6][CH2:5][CH2:4][CH2:3][CH2:2][S:17]([OH:20])(=[O:19])=[O:18], predict the reactants needed to synthesize it. The reactants are: Br[CH2:2][CH2:3][CH2:4][CH2:5][CH2:6][CH2:7][CH2:8][CH2:9][CH2:10][CH2:11][O:12][C:13]([F:16])([F:15])[F:14].[S:17]([O-:20])([O-:19])=[O:18].[Na+].[Na+].C(O)C. (7) Given the product [OH:35][C:21]1[CH:22]=[CH:23][C:24]([C:2]2[CH:3]=[CH:4][C:5]3[C:11](=[O:12])[NH:10][C:9]4[CH:13]=[CH:14][CH:15]=[CH:16][C:8]=4[NH:7][C:6]=3[CH:17]=2)=[CH:25][C:20]=1[O:19][CH3:18], predict the reactants needed to synthesize it. The reactants are: Br[C:2]1[CH:3]=[CH:4][C:5]2[C:11](=[O:12])[NH:10][C:9]3[CH:13]=[CH:14][CH:15]=[CH:16][C:8]=3[NH:7][C:6]=2[CH:17]=1.[CH3:18][O:19][C:20]1[CH:25]=[C:24](B2OC(C)(C)C(C)(C)O2)[CH:23]=[CH:22][C:21]=1[OH:35].[F-].[Cs+]. (8) Given the product [N:39]1([C:36]2[CH:35]=[CH:34][C:33]([NH:32][CH:2]=[C:3]3[C:11]4[C:6](=[CH:7][C:8]([C:12]([C:14]5[CH:15]=[CH:16][C:17]([NH:20][C:21]([C:23]6[N:24]([CH2:29][CH3:30])[N:25]=[C:26]([CH3:28])[CH:27]=6)=[O:22])=[CH:18][CH:19]=5)=[O:13])=[CH:9][CH:10]=4)[NH:5][C:4]3=[O:31])=[CH:38][CH:37]=2)[CH2:44][CH2:43][O:42][CH2:41][CH2:40]1, predict the reactants needed to synthesize it. The reactants are: O[CH:2]=[C:3]1[C:11]2[C:6](=[CH:7][C:8]([C:12]([C:14]3[CH:19]=[CH:18][C:17]([NH:20][C:21]([C:23]4[N:24]([CH2:29][CH3:30])[N:25]=[C:26]([CH3:28])[CH:27]=4)=[O:22])=[CH:16][CH:15]=3)=[O:13])=[CH:9][CH:10]=2)[NH:5][C:4]1=[O:31].[NH2:32][C:33]1[CH:38]=[CH:37][C:36]([N:39]2[CH2:44][CH2:43][O:42][CH2:41][CH2:40]2)=[CH:35][CH:34]=1. (9) The reactants are: N=C=N.C([NH:11][C@H:12]([C:14](O)=[O:15])[CH3:13])(OC(C)(C)C)=O.ON1C2C=CC=CC=2N=N1.[NH2:27][CH2:28][C:29]1[N:30]=[CH:31][C:32]([CH2:35][N:36]2[C:41]([CH3:42])=[CH:40][C:39]([O:43][CH2:44][C:45]3[CH:50]=[CH:49][C:48]([F:51])=[CH:47][C:46]=3[F:52])=[C:38]([Br:53])[C:37]2=[O:54])=[N:33][CH:34]=1.C(N(CC)C(C)C)(C)C.CN=C=O.[ClH:68]. Given the product [ClH:68].[Br:53][C:38]1[C:37](=[O:54])[N:36]([CH2:35][C:32]2[N:33]=[CH:34][C:29]([CH2:28][NH:27][C:14](=[O:15])[C@H:12]([CH3:13])[NH2:11])=[N:30][CH:31]=2)[C:41]([CH3:42])=[CH:40][C:39]=1[O:43][CH2:44][C:45]1[CH:50]=[CH:49][C:48]([F:51])=[CH:47][C:46]=1[F:52], predict the reactants needed to synthesize it. (10) Given the product [CH3:48][O:47][N:46]([CH3:45])[C:20]([C:18]1[N:19]=[C:15]([C:12]2[CH:11]=[CH:10][C:9]([CH2:8][CH2:7][O:6][Si:5]([C:1]([CH3:3])([CH3:4])[CH3:2])([C:29]3[CH:34]=[CH:33][CH:32]=[CH:31][CH:30]=3)[C:23]3[CH:28]=[CH:27][CH:26]=[CH:25][CH:24]=3)=[CH:14][N:13]=2)[S:16][CH:17]=1)=[O:22], predict the reactants needed to synthesize it. The reactants are: [C:1]([Si:5]([C:29]1[CH:34]=[CH:33][CH:32]=[CH:31][CH:30]=1)([C:23]1[CH:28]=[CH:27][CH:26]=[CH:25][CH:24]=1)[O:6][CH2:7][CH2:8][C:9]1[CH:10]=[CH:11][C:12]([C:15]2[S:16][CH:17]=[C:18]([C:20]([OH:22])=O)[N:19]=2)=[N:13][CH:14]=1)([CH3:4])([CH3:3])[CH3:2].C(N(CC)C(C)C)(C)C.Cl.[CH3:45][NH:46][O:47][CH3:48].[B-](F)(F)(F)F.CN(C(ON1N=NC2C1=CC=CC=2)=[N+](C)C)C.